Dataset: Reaction yield outcomes from USPTO patents with 853,638 reactions. Task: Predict the reaction yield, written as a fraction of the theoretical maximum amount of product (1.0 means a 100% yield; for example, 0.34 means a 34% yield). (1) The reactants are [C:1]([C:3]1[CH:4]=[N:5][CH:6]=[C:7]([CH:20]=1)[C:8]([N:10]=[S@@:11]([CH3:19])(=[O:18])[C:12]1[CH:17]=[CH:16][CH:15]=[CH:14][CH:13]=1)=[O:9])#[CH:2].I[C:22]1[CH:30]=[CH:29][C:25]([C:26]([OH:28])=[O:27])=[CH:24][CH:23]=1. No catalyst specified. The product is [CH3:19][S@:11](=[N:10][C:8]([C:7]1[CH:20]=[C:3]([C:1]#[C:2][C:22]2[CH:30]=[CH:29][C:25]([C:26]([OH:28])=[O:27])=[CH:24][CH:23]=2)[CH:4]=[N:5][CH:6]=1)=[O:9])(=[O:18])[C:12]1[CH:13]=[CH:14][CH:15]=[CH:16][CH:17]=1. The yield is 0.490. (2) The reactants are [N:1]1[CH:6]=[CH:5][CH:4]=[CH:3][C:2]=1[CH3:7].C([Li])CCC.[CH3:13][O:14][C:15]1[CH:16]=[C:17]2[C:22](=[CH:23][C:24]=1[O:25][CH3:26])[N:21]=[CH:20][CH:19]=[C:18]2[O:27][C:28]1[CH:35]=[CH:34][C:33]([O:36][CH3:37])=[CH:32][C:29]=1[CH:30]=[O:31].[Cl-].[NH4+]. The catalyst is O1CCCC1. The product is [CH3:13][O:14][C:15]1[CH:16]=[C:17]2[C:22](=[CH:23][C:24]=1[O:25][CH3:26])[N:21]=[CH:20][CH:19]=[C:18]2[O:27][C:28]1[CH:35]=[CH:34][C:33]([O:36][CH3:37])=[CH:32][C:29]=1[CH:30]([OH:31])[CH2:7][C:2]1[CH:3]=[CH:4][CH:5]=[CH:6][N:1]=1. The yield is 0.290. (3) The reactants are [Si:1]([O:8][CH2:9][C:10]1([CH3:38])[S:16][CH2:15][CH2:14][N:13]2[C:17]([C:20]3([C:23]4[CH:28]=[CH:27][C:26](B5OC(C)(C)C(C)(C)O5)=[CH:25][CH:24]=4)[CH2:22][CH2:21]3)=[N:18][N:19]=[C:12]2[CH2:11]1)([C:4]([CH3:7])([CH3:6])[CH3:5])([CH3:3])[CH3:2].Br[C:40]1[C:41]([C:46]#[N:47])=[N:42][CH:43]=[CH:44][CH:45]=1.C(=O)([O-])[O-].[K+].[K+].C(=O)([O-])O.[Na+]. The catalyst is C(COC)OC.O.C1C=CC([P]([Pd]([P](C2C=CC=CC=2)(C2C=CC=CC=2)C2C=CC=CC=2)([P](C2C=CC=CC=2)(C2C=CC=CC=2)C2C=CC=CC=2)[P](C2C=CC=CC=2)(C2C=CC=CC=2)C2C=CC=CC=2)(C2C=CC=CC=2)C2C=CC=CC=2)=CC=1. The product is [Si:1]([O:8][CH2:9][C:10]1([CH3:38])[S:16][CH2:15][CH2:14][N:13]2[C:17]([C:20]3([C:23]4[CH:28]=[CH:27][C:26]([C:40]5[C:41]([C:46]#[N:47])=[N:42][CH:43]=[CH:44][CH:45]=5)=[CH:25][CH:24]=4)[CH2:22][CH2:21]3)=[N:18][N:19]=[C:12]2[CH2:11]1)([C:4]([CH3:5])([CH3:7])[CH3:6])([CH3:3])[CH3:2]. The yield is 0.790. (4) The reactants are [NH2:1][C:2]1[CH:7]=[C:6]([Cl:8])[CH:5]=[C:4]([N+:9]([O-:11])=[O:10])[C:3]=1[OH:12].O.C[CH2:15][O:16]C(C)=O. No catalyst specified. The product is [Cl:8][C:6]1[CH:5]=[C:4]([N+:9]([O-:11])=[O:10])[C:3]2[O:12][C:15](=[O:16])[NH:1][C:2]=2[CH:7]=1. The yield is 0.980. (5) The product is [NH:24]1[CH2:23][CH:22]([CH2:21][N:9]2[CH:10]([C:15]3[CH:20]=[CH:19][CH:18]=[CH:17][N:16]=3)[CH2:11][CH2:12][CH2:13][CH:8]2[C:3]2[CH:2]=[CH:7][CH:6]=[CH:5][N:4]=2)[CH2:25]1. The reactants are C[C:2]1[C:3]([CH:8]2[CH:13](C)[CH2:12][CH2:11][CH:10]([C:15]3[CH:20]=[CH:19][CH:18]=[CH:17][N:16]=3)[N:9]2[CH2:21][CH:22]2[CH2:25][N:24](S(C3C=CC=CC=3[N+]([O-])=O)(=O)=O)[CH2:23]2)=[N:4][CH:5]=[CH:6][CH:7]=1.C1(S)C=CC=CC=1.C([O-])([O-])=O.[K+].[K+]. The catalyst is CC#N. The yield is 0.800. (6) The reactants are Cl.[S:2]1[CH:6]=[CH:5][CH:4]=[C:3]1[C:7]1[N:11]=[C:10]([CH:12]2[CH2:17][CH2:16][NH2+:15][CH2:14][CH2:13]2)[O:9][N:8]=1.C(N(C(C)C)CC)(C)C.[C:27](OC(=O)C)(=[O:29])[CH3:28]. The catalyst is ClCCl. The product is [S:2]1[CH:6]=[CH:5][CH:4]=[C:3]1[C:7]1[N:11]=[C:10]([CH:12]2[CH2:17][CH2:16][N:15]([C:27](=[O:29])[CH3:28])[CH2:14][CH2:13]2)[O:9][N:8]=1. The yield is 0.980.